This data is from Catalyst prediction with 721,799 reactions and 888 catalyst types from USPTO. The task is: Predict which catalyst facilitates the given reaction. (1) Reactant: [CH:1]([C:3]1[C@H:12]([CH2:13][O:14][Si:15]([CH:22]([CH3:24])[CH3:23])([CH:19]([CH3:21])[CH3:20])[CH:16]([CH3:18])[CH3:17])[C@@H:11]([OH:25])[C:10]2[C:5](=[CH:6][C:7]3[O:28][CH2:27][O:26][C:8]=3[CH:9]=2)[CH:4]=1)=[O:2].N1[CH:33]=[CH:32]N=C1.[O-]Cl=O.[Na+].[OH2:38]. The catalyst class is: 3. Product: [CH2:27]1[O:28][C:7]2[CH:6]=[C:5]3[C:10]([C@H:11]([O:25][Si:15]([CH2:32][CH3:33])([CH2:19][CH3:20])[CH2:16][CH3:17])[C@@H:12]([CH2:13][O:14][Si:15]([CH:16]([CH3:18])[CH3:17])([CH:22]([CH3:24])[CH3:23])[CH:19]([CH3:20])[CH3:21])[C:3]([C:1]([OH:38])=[O:2])=[CH:4]3)=[CH:9][C:8]=2[O:26]1. (2) Reactant: [C:1]([CH2:3][C:4]([O:6][CH2:7][CH3:8])=[O:5])#[N:2].[H-].[Na+].Br[CH2:12][C:13]([C:15]1[CH:20]=[CH:19][CH:18]=[CH:17][CH:16]=1)=[O:14]. Product: [C:1]([CH:3]([CH2:12][C:13](=[O:14])[C:15]1[CH:20]=[CH:19][CH:18]=[CH:17][CH:16]=1)[C:4]([O:6][CH2:7][CH3:8])=[O:5])#[N:2]. The catalyst class is: 7. (3) Reactant: [O:1]=[C:2]1[NH:8][C:7]2[C:9]3[C:14]([CH:15]=[CH:16][C:6]=2[N:5]([C:17]2[CH:22]=[CH:21][C:20]([NH:23][S:24]([C:27]4[CH:32]=[CH:31][CH:30]=[CH:29][C:28]=4[N+:33]([O-:35])=[O:34])(=[O:26])=[O:25])=[CH:19][CH:18]=2)[C:4](=[O:36])[CH2:3]1)=[CH:13][CH:12]=[CH:11][CH:10]=3.CN(C)C=O.[C:42](=[O:45])([O-])[O-].[K+].[K+].[CH2:48](Br)[C:49]1[CH:54]=[CH:53][CH:52]=[CH:51][CH:50]=1. Product: [CH2:48]([N:23]([C:20]1[CH:21]=[CH:22][C:17]([N:5]2[C:4](=[O:36])[CH2:3][C:42](=[O:45])[N:8]([CH2:2][C:6]3[CH:16]=[CH:15][CH:14]=[CH:9][CH:7]=3)[C:7]3[C:9]4[C:14]([CH:15]=[CH:16][C:6]2=3)=[CH:13][CH:12]=[CH:11][CH:10]=4)=[CH:18][CH:19]=1)[S:24]([C:27]1[CH:32]=[CH:31][CH:30]=[CH:29][C:28]=1[N+:33]([O-:35])=[O:34])(=[O:26])=[O:25])[C:49]1[CH:54]=[CH:53][CH:52]=[CH:51][CH:50]=1.[CH2:48]([N:23]([C:20]1[CH:21]=[CH:22][C:17]([N:5]2[C:4](=[O:36])[CH2:3][C:2](=[O:1])[NH:8][C:7]3[C:9]4[C:14]([CH:15]=[CH:16][C:6]2=3)=[CH:13][CH:12]=[CH:11][CH:10]=4)=[CH:18][CH:19]=1)[S:24]([C:27]1[CH:32]=[CH:31][CH:30]=[CH:29][C:28]=1[N+:33]([O-:35])=[O:34])(=[O:26])=[O:25])[C:49]1[CH:54]=[CH:53][CH:52]=[CH:51][CH:50]=1. The catalyst class is: 6.